This data is from Reaction yield outcomes from USPTO patents with 853,638 reactions. The task is: Predict the reaction yield, written as a fraction of the theoretical maximum amount of product (1.0 means a 100% yield; for example, 0.34 means a 34% yield). (1) The product is [F:26][C:27]1[CH:28]=[C:29]([CH:33]=[C:34]([I:37])[C:35]=1[CH3:36])[C:30]([NH2:3])=[O:31]. The catalyst is CN(C=O)C. The reactants are Cl.C[N:3](C)CCCN=C=NCC.O.N1(O)C2C=CC=CC=2N=N1.[OH-].[NH4+].[F:26][C:27]1[CH:28]=[C:29]([CH:33]=[C:34]([I:37])[C:35]=1[CH3:36])[C:30](O)=[O:31]. The yield is 0.890. (2) The reactants are [CH:1]1([C:4]2[NH:8][C:7]3[C:9]([OH:16])=[CH:10][CH:11]=[C:12]([C:13]([OH:15])=O)[C:6]=3[N:5]=2)[CH2:3][CH2:2]1.[CH3:17][N:18]([CH3:22])[CH2:19][CH2:20][NH2:21]. No catalyst specified. The product is [CH:1]1([C:4]2[NH:5][C:6]3[C:12]([C:13]([NH:21][CH2:20][CH2:19][N:18]([CH3:22])[CH3:17])=[O:15])=[CH:11][CH:10]=[C:9]([OH:16])[C:7]=3[N:8]=2)[CH2:2][CH2:3]1. The yield is 0.490. (3) The reactants are [OH:1][CH:2]1[C:27]2[C:19](=[CH:20][C:21]3[O:25][CH2:24][O:23][C:22]=3[CH:26]=2)[C:4]2([C:12]3[C:7](=[CH:8][CH:9]=[CH:10][CH:11]=3)[N:6]([CH2:13][CH2:14][CH2:15][CH2:16][CH3:17])[C:5]2=[O:18])[CH2:3]1.[H-].[Na+].I[CH3:31].O. The catalyst is C1COCC1. The product is [CH3:31][O:1][CH:2]1[C:27]2[C:19](=[CH:20][C:21]3[O:25][CH2:24][O:23][C:22]=3[CH:26]=2)[C:4]2([C:12]3[C:7](=[CH:8][CH:9]=[CH:10][CH:11]=3)[N:6]([CH2:13][CH2:14][CH2:15][CH2:16][CH3:17])[C:5]2=[O:18])[CH2:3]1. The yield is 0.570. (4) The reactants are [C:1]([C:3]1[CH:8]=[CH:7][CH:6]=[CH:5][C:4]=1[C:9]1[CH:14]=[CH:13][C:12]([CH2:15][CH:16]([C:22](=O)[CH2:23][CH2:24][CH3:25])[C:17](OCC)=[O:18])=[CH:11][CH:10]=1)#[N:2].[CH2:27]([O:30][CH:31]1[CH2:36][CH2:35][CH:34]([NH:37][C:38]2[NH:42][CH:41]=[N:40][N:39]=2)[CH2:33][CH2:32]1)[CH:28]=[CH2:29]. No catalyst specified. The product is [O:18]=[C:17]1[C:16]([CH2:15][C:12]2[CH:13]=[CH:14][C:9]([C:4]3[C:3]([C:1]#[N:2])=[CH:8][CH:7]=[CH:6][CH:5]=3)=[CH:10][CH:11]=2)=[C:22]([CH2:23][CH2:24][CH3:25])[N:39]2[N:40]=[CH:41][N:42]=[C:38]2[N:37]1[CH:34]1[CH2:33][CH2:32][CH:31]([O:30][CH2:27][CH:28]=[CH2:29])[CH2:36][CH2:35]1. The yield is 0.240.